This data is from Catalyst prediction with 721,799 reactions and 888 catalyst types from USPTO. The task is: Predict which catalyst facilitates the given reaction. (1) Reactant: [CH2:1]([C:3]1[C:18]([F:19])=[CH:17][C:6]([O:7][C:8]2[CH:15]=[CH:14][C:11]([C:12]#N)=[CH:10][C:9]=2[F:16])=[C:5]([O:20][CH3:21])[CH:4]=1)[CH3:2].[OH-:22].[Na+].Cl.C[OH:26]. Product: [CH2:1]([C:3]1[C:18]([F:19])=[CH:17][C:6]([O:7][C:8]2[CH:15]=[CH:14][C:11]([C:12]([OH:26])=[O:22])=[CH:10][C:9]=2[F:16])=[C:5]([O:20][CH3:21])[CH:4]=1)[CH3:2]. The catalyst class is: 84. (2) Reactant: [F:1][C:2]1[C:31]([F:32])=[CH:30][CH:29]=[CH:28][C:3]=1[CH2:4][NH:5][C:6]1[C:11]([C:12]([NH2:14])=[O:13])=[CH:10][N:9]=[C:8]([NH:15][C:16]2[CH:21]=[CH:20][C:19]([CH:22]3[CH2:27][CH2:26][NH:25][CH2:24][CH2:23]3)=[CH:18][CH:17]=2)[CH:7]=1.Cl.[CH3:34][N:35]([CH3:40])[CH2:36][C:37](O)=[O:38].CCN(C(C)C)C(C)C.F[P-](F)(F)(F)(F)F.N1(O[P+](N(C)C)(N(C)C)N(C)C)C2C=CC=CC=2N=N1. Product: [F:1][C:2]1[C:31]([F:32])=[CH:30][CH:29]=[CH:28][C:3]=1[CH2:4][NH:5][C:6]1[C:11]([C:12]([NH2:14])=[O:13])=[CH:10][N:9]=[C:8]([NH:15][C:16]2[CH:17]=[CH:18][C:19]([CH:22]3[CH2:23][CH2:24][N:25]([C:37](=[O:38])[CH2:36][N:35]([CH3:40])[CH3:34])[CH2:26][CH2:27]3)=[CH:20][CH:21]=2)[CH:7]=1. The catalyst class is: 37.